From a dataset of Reaction yield outcomes from USPTO patents with 853,638 reactions. Predict the reaction yield, written as a fraction of the theoretical maximum amount of product (1.0 means a 100% yield; for example, 0.34 means a 34% yield). (1) The reactants are [C:1]([S@@:5](/[N:7]=[CH:8]/[C:9]1[S:13][C:12]([C:14]([O:16][C:17]([CH3:20])([CH3:19])[CH3:18])=[O:15])=[CH:11][CH:10]=1)=[O:6])([CH3:4])([CH3:3])[CH3:2].[CH3:21][Mg]Br.[NH4+].[Cl-]. The catalyst is C(Cl)Cl. The product is [C:17]([O:16][C:14]([C:12]1[S:13][C:9]([C@H:8]([NH:7][S@:5]([C:1]([CH3:4])([CH3:3])[CH3:2])=[O:6])[CH3:21])=[CH:10][CH:11]=1)=[O:15])([CH3:20])([CH3:19])[CH3:18]. The yield is 0.480. (2) The reactants are I[CH3:2].[CH:3]1([N:6]2[C:10]([C:11]3[CH:16]=[CH:15][N:14]=[CH:13][CH:12]=3)=[N:9][N:8]=[C:7]2[SH:17])[CH2:5][CH2:4]1. The catalyst is C(O)C.[OH-].[Na+]. The product is [CH:3]1([N:6]2[C:7]([S:17][CH3:2])=[N:8][N:9]=[C:10]2[C:11]2[CH:16]=[CH:15][N:14]=[CH:13][CH:12]=2)[CH2:5][CH2:4]1. The yield is 0.690.